From a dataset of Reaction yield outcomes from USPTO patents with 853,638 reactions. Predict the reaction yield, written as a fraction of the theoretical maximum amount of product (1.0 means a 100% yield; for example, 0.34 means a 34% yield). (1) The reactants are [C:1]([C:5]1[CH:9]=[C:8]([NH:10][C:11]([NH:13][C@@H:14]2[C:23]3[C:18](=[CH:19][CH:20]=[CH:21][CH:22]=3)[C@H:17]([O:24][C:25]3[CH:26]=[CH:27][C:28]4[N:29]([C:31]([N:34]5[CH2:39][CH2:38][CH2:37][CH2:36][C@@H:35]5[CH3:40])=[N:32][N:33]=4)[CH:30]=3)[CH2:16][CH2:15]2)=[O:12])[N:7]([C:41]2[CH:42]=[C:43]([CH:52]=[CH:53][CH:54]=2)[O:44][CH2:45][CH2:46][O:47]S(C)(=O)=O)[N:6]=1)([CH3:4])([CH3:3])[CH3:2].[NH:55]1[CH2:60][CH2:59][CH2:58][CH2:57][CH2:56]1.C1C[O:64]CC1. No catalyst specified. The product is [CH:46]([OH:47])=[O:64].[C:1]([C:5]1[CH:9]=[C:8]([NH:10][C:11]([NH:13][C@@H:14]2[C:23]3[C:18](=[CH:19][CH:20]=[CH:21][CH:22]=3)[C@H:17]([O:24][C:25]3[CH:26]=[CH:27][C:28]4[N:29]([C:31]([N:34]5[CH2:39][CH2:38][CH2:37][CH2:36][C@@H:35]5[CH3:40])=[N:32][N:33]=4)[CH:30]=3)[CH2:16][CH2:15]2)=[O:12])[N:7]([C:41]2[CH:54]=[CH:53][CH:52]=[C:43]([O:44][CH2:45][CH2:46][N:55]3[CH2:60][CH2:59][CH2:58][CH2:57][CH2:56]3)[CH:42]=2)[N:6]=1)([CH3:2])([CH3:3])[CH3:4]. The yield is 0.460. (2) The reactants are [F:1][C:2]1[CH:7]=[C:6](I)[CH:5]=[CH:4][C:3]=1[N:9]1[CH:14]=[C:13]([O:15][CH3:16])[C:12](=[O:17])[C:11]([C:18]2[N:22]([C:23]3[CH:28]=[CH:27][CH:26]=[CH:25][CH:24]=3)[N:21]=[CH:20][CH:19]=2)=[N:10]1.Cl.[F:30][C:31]1([F:35])[CH2:34][NH:33][CH2:32]1.O(C(C)(C)C)[Na].CC1(C)C2C(=C(P(C3C=CC=CC=3)C3C=CC=CC=3)C=CC=2)OC2C(P(C3C=CC=CC=3)C3C=CC=CC=3)=CC=CC1=2. The catalyst is O1CCOCC1.C([O-])(O)=O.[Na+].C1C=CC(/C=C/C(/C=C/C2C=CC=CC=2)=O)=CC=1.C1C=CC(/C=C/C(/C=C/C2C=CC=CC=2)=O)=CC=1.C1C=CC(/C=C/C(/C=C/C2C=CC=CC=2)=O)=CC=1.[Pd].[Pd]. The product is [F:30][C:31]1([F:35])[CH2:34][N:33]([C:6]2[CH:5]=[CH:4][C:3]([N:9]3[CH:14]=[C:13]([O:15][CH3:16])[C:12](=[O:17])[C:11]([C:18]4[N:22]([C:23]5[CH:28]=[CH:27][CH:26]=[CH:25][CH:24]=5)[N:21]=[CH:20][CH:19]=4)=[N:10]3)=[C:2]([F:1])[CH:7]=2)[CH2:32]1. The yield is 0.540. (3) The reactants are [C:1]([C@H:5]1[CH2:10][CH2:9][C@H:8]([O:11][C:12]2[CH:13]=[C:14]3[C:19](=[CH:20][CH:21]=2)[CH:18]=[C:17]([CH:22]=O)[CH:16]=[CH:15]3)[CH2:7][CH2:6]1)([CH3:4])([CH3:3])[CH3:2].[NH2:24][CH2:25][C:26]#[N:27].C(O)(=O)C.[BH-](OC(C)=O)(OC(C)=O)OC(C)=O.[Na+].C([O-])(O)=O.[Na+]. The catalyst is ClCCCl. The product is [C:1]([C@H:5]1[CH2:10][CH2:9][C@H:8]([O:11][C:12]2[CH:13]=[C:14]3[C:19](=[CH:20][CH:21]=2)[CH:18]=[C:17]([CH2:22][NH:27][CH2:26][C:25]#[N:24])[CH:16]=[CH:15]3)[CH2:7][CH2:6]1)([CH3:4])([CH3:3])[CH3:2]. The yield is 0.690. (4) The reactants are [C:1]([C:3]1[CH:10]=[CH:9][C:6]([NH:7][CH3:8])=[CH:5][CH:4]=1)#[N:2].Cl[C:12]1[C:21]2[C:16](=[CH:17][CH:18]=[CH:19][CH:20]=2)[N:15]=[C:14]([CH3:22])[N:13]=1.CC([O-])=O.[Na+]. The catalyst is C1COCC1.O. The product is [CH3:8][N:7]([C:12]1[C:21]2[C:16](=[CH:17][CH:18]=[CH:19][CH:20]=2)[N:15]=[C:14]([CH3:22])[N:13]=1)[C:6]1[CH:9]=[CH:10][C:3]([C:1]#[N:2])=[CH:4][CH:5]=1. The yield is 0.0100. (5) The reactants are Br[C:2]1[CH:3]=[C:4]2[C:10]([C:11]3[CH:16]=[CH:15][CH:14]=[CH:13][C:12]=3[O:17][CH3:18])=[CH:9][NH:8][C:5]2=[N:6][CH:7]=1.C([N:26]1[CH:30]=[CH:29][CH:28]=[C:27]1B(O)O)(OC(C)(C)C)=O.C(=O)([O-])[O-].[Na+].[Na+]. The catalyst is C1C=CC([PH+]([C]2[CH][CH][CH][CH]2)C2C=CC=CC=2)=CC=1.C1C=CC([PH+]([C]2[CH][CH][CH][CH]2)C2C=CC=CC=2)=CC=1.C(Cl)Cl.Cl[Pd]Cl.[Fe].C(#N)C. The product is [CH3:18][O:17][C:12]1[CH:13]=[CH:14][CH:15]=[CH:16][C:11]=1[C:10]1[C:4]2[C:5](=[N:6][CH:7]=[C:2]([C:27]3[NH:26][CH:30]=[CH:29][CH:28]=3)[CH:3]=2)[NH:8][CH:9]=1. The yield is 0.300. (6) The product is [NH2:32][CH2:31][C:29]1[N:28]=[N:27][N:26]([CH2:25][C@@H:17]2[C@H:16]([NH:15][C:13](=[O:14])/[C:12](=[N:11]\[O:10][C:7]([CH3:9])([CH3:8])[C:6]([OH:53])=[O:5])/[C:40]3[N:41]=[C:42]([NH2:45])[S:43][CH:44]=3)[C:19](=[O:20])[N:18]2[S:21]([OH:24])(=[O:23])=[O:22])[CH:30]=1. The catalyst is C(Cl)Cl. The reactants are C([O:5][C:6](=[O:53])[C:7]([O:10]/[N:11]=[C:12](/[C:40]1[N:41]=[C:42]([NH:45]C(OC(C)(C)C)=O)[S:43][CH:44]=1)\[C:13]([NH:15][C@@H:16]1[C:19](=[O:20])[N:18]([S:21]([OH:24])(=[O:23])=[O:22])[C@@H:17]1[CH2:25][N:26]1[CH:30]=[C:29]([CH2:31][NH:32]C(OC(C)(C)C)=O)[N:28]=[N:27]1)=[O:14])([CH3:9])[CH3:8])(C)(C)C.C(O)(C(F)(F)F)=O.C(Cl)Cl.C([SiH](CC)CC)C. The yield is 0.140. (7) The reactants are [H-].[Na+].[C:3]([O:11][CH2:12][CH3:13])(=[O:10])[CH2:4][C:5]([O:7][CH2:8][CH3:9])=[O:6].I[CH2:15][CH2:16][CH2:17][C:18]([F:24])([F:23])[C:19]([F:22])([F:21])[F:20].O. The catalyst is O1CCCC1. The product is [F:23][C:18]([F:24])([C:19]([F:22])([F:21])[F:20])[CH2:17][CH2:16][CH2:15][CH:4]([C:5]([O:7][CH2:8][CH3:9])=[O:6])[C:3]([O:11][CH2:12][CH3:13])=[O:10]. The yield is 0.784. (8) The reactants are C[O:2][C:3]1[CH:11]=[C:10]2[C:6]([CH:7]=[C:8]([CH3:12])[NH:9]2)=[CH:5][CH:4]=1.Br. The catalyst is C(O)(=O)C. The product is [CH3:12][C:8]1[NH:9][C:10]2[C:6]([CH:7]=1)=[CH:5][CH:4]=[C:3]([OH:2])[CH:11]=2. The yield is 0.650. (9) The product is [CH3:12][N:11]([CH:10]=[N:9][C:3]1[C:2]([F:1])=[CH:7][N:6]=[C:5]([O:8][C:14](=[O:21])[C:15]2[CH:20]=[CH:19][CH:18]=[CH:17][CH:16]=2)[N:4]=1)[CH3:13]. The yield is 0.940. The catalyst is N1C=CC=CC=1. The reactants are [F:1][C:2]1[C:3]([N:9]=[CH:10][N:11]([CH3:13])[CH3:12])=[N:4][C:5]([OH:8])=[N:6][CH:7]=1.[C:14](Cl)(=[O:21])[C:15]1[CH:20]=[CH:19][CH:18]=[CH:17][CH:16]=1. (10) The reactants are [F:1][C:2]([F:33])([F:32])[C:3]1[CH:4]=[C:5]([C:13]2([C:28]([F:31])([F:30])[F:29])[O:17][N:16]=[C:15]([C:18]3[CH:23]=[CH:22][C:21](F)=[C:20]([N+:25]([O-:27])=[O:26])[CH:19]=3)[CH2:14]2)[CH:6]=[C:7]([C:9]([F:12])([F:11])[F:10])[CH:8]=1.[NH:34]1[CH:38]=[N:37][N:36]=[N:35]1.[C:39](=[O:42])([O-])[O-].[K+].[K+].[OH2:45].C[N:47]([CH:49]=O)C. The catalyst is C(OCC)(=O)C. The product is [F:32][C:2]([F:1])([F:33])[C:3]1[CH:4]=[C:5]([C:23]2([C:49]3[CH:3]([C:2]([F:1])([F:32])[F:33])[CH2:39][O:42][N:47]=3)[CH:18]=[C:19]([N:34]3[CH:38]=[N:37][NH:36][NH:35]3)[C:20]([N+:25]([O-:26])=[O:45])=[CH:21][CH2:22]2)[CH:6]=[C:7]([C:9]([F:11])([F:12])[F:10])[CH:8]=1.[F:33][C:2]([F:1])([F:32])[C:3]1[CH:4]=[C:5]([C:13]2([C:28]([F:29])([F:30])[F:31])[O:17][N:16]=[C:15]([C:18]3[CH:23]=[CH:22][C:21]([N:34]4[CH:38]=[N:37][N:36]=[N:35]4)=[C:20]([N+:25]([O-:27])=[O:26])[CH:19]=3)[CH2:14]2)[CH:6]=[C:7]([C:9]([F:10])([F:12])[F:11])[CH:8]=1. The yield is 0.130.